Dataset: Catalyst prediction with 721,799 reactions and 888 catalyst types from USPTO. Task: Predict which catalyst facilitates the given reaction. (1) Reactant: [Si:1]([O:8][C@@H:9]1[C:18]2[C:13](=[CH:14][C:15]([CH:38]3[CH2:42][CH2:41][CH2:40][CH2:39]3)=[C:16]([C:26]([C:28]3[CH:33]=[CH:32][C:31]([C:34]([F:37])([F:36])[F:35])=[CH:30][CH:29]=3)=[O:27])[C:17]=2[C:19]2[CH:24]=[CH:23][C:22]([F:25])=[CH:21][CH:20]=2)[O:12][C:11]([CH3:44])([CH3:43])[CH2:10]1)([C:4]([CH3:7])([CH3:6])[CH3:5])([CH3:3])[CH3:2].[H-].C([Al+]CC(C)C)C(C)C.[Na].C(C(C(C([O-])=O)O)O)([O-])=O.[K+].[K+]. Product: [Si:1]([O:8][C@@H:9]1[C:18]2[C:13](=[CH:14][C:15]([CH:38]3[CH2:39][CH2:40][CH2:41][CH2:42]3)=[C:16]([CH:26]([C:28]3[CH:33]=[CH:32][C:31]([C:34]([F:36])([F:37])[F:35])=[CH:30][CH:29]=3)[OH:27])[C:17]=2[C:19]2[CH:24]=[CH:23][C:22]([F:25])=[CH:21][CH:20]=2)[O:12][C:11]([CH3:44])([CH3:43])[CH2:10]1)([C:4]([CH3:7])([CH3:6])[CH3:5])([CH3:3])[CH3:2]. The catalyst class is: 11. (2) Product: [O:9]1[C:8]2[CH:7]=[CH:6][CH:5]=[C:4]([NH2:1])[C:12]=2[O:11][CH2:10]1. Reactant: [N+:1]([C:4]1[C:12]2[O:11][CH2:10][O:9][C:8]=2[CH:7]=[CH:6][CH:5]=1)([O-])=O. The catalyst class is: 171. (3) Reactant: Cl[C:2]([S:4]Cl)=[O:3].[C:6]1([CH3:13])[C:11]([OH:12])=[CH:10][CH:9]=[CH:8][CH:7]=1.C(N(CCCC)CCCC)CCC.[Cl-].[Al+3].[Cl-].[Cl-]. The catalyst class is: 701. Product: [CH3:13][C:6]1[C:11]2[O:12][C:2](=[O:3])[S:4][C:10]=2[CH:9]=[CH:8][CH:7]=1. (4) Reactant: [C:1]([O:5][C:6]([N:8]1[CH2:12][C@H:11]([F:13])[CH2:10][C@H:9]1[C:14](=[O:27])[NH:15][C:16]1[CH:21]=[CH:20][C:19]([C:22]([O:24]C)=[O:23])=[C:18]([Br:26])[CH:17]=1)=[O:7])([CH3:4])([CH3:3])[CH3:2].[OH-].[Na+]. Product: [C:1]([O:5][C:6]([N:8]1[CH2:12][C@H:11]([F:13])[CH2:10][C@H:9]1[C:14](=[O:27])[NH:15][C:16]1[CH:21]=[CH:20][C:19]([C:22]([OH:24])=[O:23])=[C:18]([Br:26])[CH:17]=1)=[O:7])([CH3:4])([CH3:2])[CH3:3]. The catalyst class is: 5. (5) Reactant: Br[C:2]1[CH:3]=[C:4]2[C:10]([CH3:11])=[N:9][NH:8][C:5]2=[CH:6][N:7]=1.C([O-])([O-])=O.[Na+].[Na+].[NH:18]1[CH:22]=[C:21](B(O)O)[CH:20]=[N:19]1. Product: [CH3:11][C:10]1[C:4]2[C:5](=[CH:6][N:7]=[C:2]([C:21]3[CH:22]=[N:18][NH:19][CH:20]=3)[CH:3]=2)[NH:8][N:9]=1. The catalyst class is: 151. (6) Reactant: [Cl:1][C:2]1[CH:3]=[CH:4][C:5]([N:20]2[CH:24]=[CH:23][N:22]=[CH:21]2)=[C:6]([C:8]([C:10]2[CH:15]=[CH:14][CH:13]=[C:12]([O:16][CH3:17])[C:11]=2[O:18][CH3:19])=[O:9])[CH:7]=1.[CH2:25]=[O:26]. Product: [Cl:1][C:2]1[CH:3]=[CH:4][C:5]([N:20]2[CH:24]=[CH:23][N:22]=[C:21]2[CH2:25][OH:26])=[C:6]([C:8]([C:10]2[CH:15]=[CH:14][CH:13]=[C:12]([O:16][CH3:17])[C:11]=2[O:18][CH3:19])=[O:9])[CH:7]=1. The catalyst class is: 113. (7) Reactant: [Cl:1][C:2]1[CH:15]=[CH:14][C:5]([CH2:6][NH:7]C(=O)C(F)(F)F)=[CH:4][C:3]=1[C:16]1[NH:20][C:19](=[O:21])[N:18]([C:22]2[CH:27]=[CH:26][C:25]([Cl:28])=[C:24]([F:29])[CH:23]=2)[N:17]=1.[OH-].[K+].O. Product: [NH2:7][CH2:6][C:5]1[CH:14]=[CH:15][C:2]([Cl:1])=[C:3]([C:16]2[NH:20][C:19](=[O:21])[N:18]([C:22]3[CH:27]=[CH:26][C:25]([Cl:28])=[C:24]([F:29])[CH:23]=3)[N:17]=2)[CH:4]=1. The catalyst class is: 1. (8) Reactant: CN(C(ON1N=NC2C=CC=NC1=2)=[N+](C)C)C.F[P-](F)(F)(F)(F)F.FC(F)(F)C(O)=O.[NH2:32][C@@H:33]([CH:56]([CH3:58])[CH3:57])[C:34]([N:36]1[C:44]2[C:39](=[CH:40][CH:41]=[CH:42][CH:43]=2)[CH2:38][C@H:37]1[C:45]([NH:47][C:48]1[C:53]([F:54])=[CH:52][CH:51]=[CH:50][C:49]=1[F:55])=[O:46])=[O:35].[C:59]([O:63][C:64]([N:66]([CH3:72])[C@@H:67]([CH3:71])[C:68](O)=[O:69])=[O:65])([CH3:62])([CH3:61])[CH3:60].C(N(C(C)C)CC)(C)C. Product: [F:55][C:49]1[CH:50]=[CH:51][CH:52]=[C:53]([F:54])[C:48]=1[NH:47][C:45]([C@@H:37]1[CH2:38][C:39]2[C:44](=[CH:43][CH:42]=[CH:41][CH:40]=2)[N:36]1[C:34](=[O:35])[C@@H:33]([NH:32][C:68](=[O:69])[C@@H:67]([N:66]([CH3:72])[C:64](=[O:65])[O:63][C:59]([CH3:60])([CH3:62])[CH3:61])[CH3:71])[CH:56]([CH3:58])[CH3:57])=[O:46]. The catalyst class is: 31. (9) Reactant: [CH3:1][O:2][C:3]1[CH:18]=[CH:17][C:6]([CH2:7][NH:8][C:9]([C:11]2[C:15]([NH2:16])=[CH:14][NH:13][N:12]=2)=[O:10])=[CH:5][CH:4]=1.[O-:19][C:20]#[N:21].[Na+].O1CCCC1.CC(O)=O. Product: [NH2:21][C:20]([NH:16][C:15]1[C:11]([C:9]([NH:8][CH2:7][C:6]2[CH:5]=[CH:4][C:3]([O:2][CH3:1])=[CH:18][CH:17]=2)=[O:10])=[N:12][NH:13][CH:14]=1)=[O:19]. The catalyst class is: 6.